Dataset: Full USPTO retrosynthesis dataset with 1.9M reactions from patents (1976-2016). Task: Predict the reactants needed to synthesize the given product. (1) Given the product [CH3:1][O:2][C:3]([C:5]1[N:6]=[C:7]([NH:10][C:11](=[O:36])[C@@H:12]([N:21]2[C:22](=[O:35])[C@@H:23]([C:24]3[CH:33]=[CH:32][C:27]4[O:28][CH2:29][CH2:30][O:31][C:26]=4[CH:25]=3)[NH:34][C:47]2=[O:46])[C@H:13]([C:15]2[CH:20]=[CH:19][CH:18]=[CH:17][CH:16]=2)[CH3:14])[S:8][CH:9]=1)=[O:4], predict the reactants needed to synthesize it. The reactants are: [CH3:1][O:2][C:3]([C:5]1[N:6]=[C:7]([NH:10][C:11](=[O:36])[C@@H:12]([NH:21][C:22](=[O:35])[C@H:23]([NH2:34])[C:24]2[CH:33]=[CH:32][C:27]3[O:28][CH2:29][CH2:30][O:31][C:26]=3[CH:25]=2)[C@H:13]([C:15]2[CH:20]=[CH:19][CH:18]=[CH:17][CH:16]=2)[CH3:14])[S:8][CH:9]=1)=[O:4].C(N(C(C)C)CC)(C)C.[O:46]=[C:47](Cl)OC(Cl)(Cl)Cl.C1(C)C=CC=CC=1. (2) Given the product [C:32]([O-:34])(=[O:33])[CH3:28].[F:1][C:2]1[CH:3]=[CH:4][C:5]([C:8]2[C:18]([C:19]3[CH:24]=[CH:23][N:22]=[CH:21][N:20]=3)=[C:11]3[CH:12]=[CH:13][CH:14]=[C:15]([S:16]([CH3:17])=[O:33])[N:10]3[N:9]=2)=[CH:6][CH:7]=1, predict the reactants needed to synthesize it. The reactants are: [F:1][C:2]1[CH:7]=[CH:6][C:5]([C:8]2[C:18]([C:19]3[CH:24]=[CH:23][N:22]=[CH:21][N:20]=3)=[C:11]3[CH:12]=[CH:13][CH:14]=[C:15]([S:16][CH3:17])[N:10]3[N:9]=2)=[CH:4][CH:3]=1.ClC1C=CC=[C:28]([C:32]([O:34]O)=[O:33])C=1. (3) Given the product [F:30][C:26]1[CH:25]=[C:24]([S:21]([C:18]2[CH:19]=[CH:20][C:14]3[C:11]4[CH2:12][CH2:13][NH:8][C:9]([CH3:32])([CH3:31])[C:10]=4[O:16][C:15]=3[CH:17]=2)(=[O:22])=[O:23])[CH:29]=[CH:28][CH:27]=1, predict the reactants needed to synthesize it. The reactants are: C(OC([N:8]1[CH2:13][CH2:12][C:11]2[C:14]3[CH:20]=[CH:19][C:18]([S:21]([C:24]4[CH:29]=[CH:28][CH:27]=[C:26]([F:30])[CH:25]=4)(=[O:23])=[O:22])=[CH:17][C:15]=3[O:16][C:10]=2[C:9]1([CH3:32])[CH3:31])=O)(C)(C)C.O1CCOCC1.